Dataset: CYP2D6 inhibition data for predicting drug metabolism from PubChem BioAssay. Task: Regression/Classification. Given a drug SMILES string, predict its absorption, distribution, metabolism, or excretion properties. Task type varies by dataset: regression for continuous measurements (e.g., permeability, clearance, half-life) or binary classification for categorical outcomes (e.g., BBB penetration, CYP inhibition). Dataset: cyp2d6_veith. (1) The drug is Cc1nc(N=Nc2ccc(S(=O)(=O)[O-])cc2S(=O)(=O)[O-])c(COP(=O)([O-])[O-])c(C=O)c1O. The result is 0 (non-inhibitor). (2) The molecule is O=C(c1ccccc1)c1ccc(OCCn2cnc3ccccc3c2=O)cc1. The result is 0 (non-inhibitor). (3) The result is 0 (non-inhibitor). The molecule is CC(C)C(=O)Nc1ccc(NC(=O)c2cccnc2)cn1. (4) The compound is O=C(O)[C@H]1[C@@H]2C=C[C@H](O2)[C@@H]1C(=O)Nc1ccccc1. The result is 0 (non-inhibitor). (5) The molecule is OC[C@@H]1O[C@@H](n2cnc3c(NC4CCCC4)ncnc32)[C@@H](O)[C@H]1O. The result is 0 (non-inhibitor).